The task is: Regression. Given two drug SMILES strings and cell line genomic features, predict the synergy score measuring deviation from expected non-interaction effect.. This data is from NCI-60 drug combinations with 297,098 pairs across 59 cell lines. (1) Drug 1: CCC1=CC2CC(C3=C(CN(C2)C1)C4=CC=CC=C4N3)(C5=C(C=C6C(=C5)C78CCN9C7C(C=CC9)(C(C(C8N6C)(C(=O)OC)O)OC(=O)C)CC)OC)C(=O)OC.C(C(C(=O)O)O)(C(=O)O)O. Drug 2: CCN(CC)CCNC(=O)C1=C(NC(=C1C)C=C2C3=C(C=CC(=C3)F)NC2=O)C. Cell line: HL-60(TB). Synergy scores: CSS=36.0, Synergy_ZIP=1.21, Synergy_Bliss=-0.0129, Synergy_Loewe=-26.6, Synergy_HSA=-1.32. (2) Drug 1: COC1=C(C=C2C(=C1)N=CN=C2NC3=CC(=C(C=C3)F)Cl)OCCCN4CCOCC4. Drug 2: CC1C(C(=O)NC(C(=O)N2CCCC2C(=O)N(CC(=O)N(C(C(=O)O1)C(C)C)C)C)C(C)C)NC(=O)C3=C4C(=C(C=C3)C)OC5=C(C(=O)C(=C(C5=N4)C(=O)NC6C(OC(=O)C(N(C(=O)CN(C(=O)C7CCCN7C(=O)C(NC6=O)C(C)C)C)C)C(C)C)C)N)C. Cell line: IGROV1. Synergy scores: CSS=52.5, Synergy_ZIP=7.76, Synergy_Bliss=8.36, Synergy_Loewe=7.84, Synergy_HSA=8.01. (3) Drug 1: CCC1(CC2CC(C3=C(CCN(C2)C1)C4=CC=CC=C4N3)(C5=C(C=C6C(=C5)C78CCN9C7C(C=CC9)(C(C(C8N6C=O)(C(=O)OC)O)OC(=O)C)CC)OC)C(=O)OC)O.OS(=O)(=O)O. Drug 2: CS(=O)(=O)OCCCCOS(=O)(=O)C. Cell line: A498. Synergy scores: CSS=3.18, Synergy_ZIP=-0.738, Synergy_Bliss=0.360, Synergy_Loewe=1.08, Synergy_HSA=0.258. (4) Drug 1: CC1=C(C(=CC=C1)Cl)NC(=O)C2=CN=C(S2)NC3=CC(=NC(=N3)C)N4CCN(CC4)CCO. Drug 2: COCCOC1=C(C=C2C(=C1)C(=NC=N2)NC3=CC=CC(=C3)C#C)OCCOC.Cl. Cell line: NCI-H522. Synergy scores: CSS=17.3, Synergy_ZIP=-0.298, Synergy_Bliss=3.32, Synergy_Loewe=8.67, Synergy_HSA=8.79. (5) Drug 1: CC(C1=C(C=CC(=C1Cl)F)Cl)OC2=C(N=CC(=C2)C3=CN(N=C3)C4CCNCC4)N. Drug 2: C1CCC(CC1)NC(=O)N(CCCl)N=O. Cell line: HS 578T. Synergy scores: CSS=19.4, Synergy_ZIP=18.3, Synergy_Bliss=22.5, Synergy_Loewe=15.8, Synergy_HSA=17.4.